This data is from Forward reaction prediction with 1.9M reactions from USPTO patents (1976-2016). The task is: Predict the product of the given reaction. Given the reactants [CH2:1]([O:8][N:9]1[C:18]2[C:13](=[CH:14][C:15](Br)=[CH:16][N:17]=2)[C:12]([NH:20][CH2:21][C:22]2[CH:27]=[CH:26][C:25]([O:28][CH3:29])=[CH:24][C:23]=2[O:30][CH3:31])=[C:11]([C:32]([NH:34][CH2:35][C:36]2[CH:41]=[CH:40][C:39]([F:42])=[CH:38][C:37]=2[F:43])=[O:33])[C:10]1=[O:44])[C:2]1[CH:7]=[CH:6][CH:5]=[CH:4][CH:3]=1.[CH2:45]([OH:50])[CH2:46][CH2:47][C:48]#[CH:49], predict the reaction product. The product is: [CH2:1]([O:8][N:9]1[C:18]2[C:13](=[CH:14][C:15]([C:49]#[C:48][CH2:47][CH2:46][CH2:45][OH:50])=[CH:16][N:17]=2)[C:12]([NH:20][CH2:21][C:22]2[CH:27]=[CH:26][C:25]([O:28][CH3:29])=[CH:24][C:23]=2[O:30][CH3:31])=[C:11]([C:32]([NH:34][CH2:35][C:36]2[CH:41]=[CH:40][C:39]([F:42])=[CH:38][C:37]=2[F:43])=[O:33])[C:10]1=[O:44])[C:2]1[CH:7]=[CH:6][CH:5]=[CH:4][CH:3]=1.